This data is from Forward reaction prediction with 1.9M reactions from USPTO patents (1976-2016). The task is: Predict the product of the given reaction. (1) Given the reactants CO[C:3]1[CH:7]=[CH:6][S:5][C:4]=1OC.[Cl:10][CH2:11][CH:12]([OH:15])[CH2:13][OH:14].C1(C)C=CC(S(O)(=O)=O)=CC=1, predict the reaction product. The product is: [Cl:10][CH2:11][CH:12]1[O:15][C:3]2=[CH:4][S:5][CH:6]=[C:7]2[O:14][CH2:13]1. (2) Given the reactants Br[C:2]1[CH:3]=[C:4]2[N:17]=[C:16]([NH:18][C:19]([NH:21][CH2:22][CH3:23])=[O:20])[S:15][C:5]2=[N:6][C:7]=1[O:8][CH2:9][CH:10]1[CH2:14][CH2:13][O:12][CH2:11]1.[NH:24]1[CH2:28][CH2:27][CH:26]([OH:29])[CH2:25]1.CC1(C)C2C(=C(P(C3C=CC=CC=3)C3C=CC=CC=3)C=CC=2)OC2C(P(C3C=CC=CC=3)C3C=CC=CC=3)=CC=CC1=2.C[Si]([N-][Si](C)(C)C)(C)C.[Li+], predict the reaction product. The product is: [CH2:22]([NH:21][C:19]([NH:18][C:16]1[S:15][C:5]2[C:4]([N:17]=1)=[CH:3][C:2]([N:24]1[CH2:28][CH2:27][CH:26]([OH:29])[CH2:25]1)=[C:7]([O:8][CH2:9][CH:10]1[CH2:14][CH2:13][O:12][CH2:11]1)[N:6]=2)=[O:20])[CH3:23]. (3) The product is: [F:27][C:28]1[CH:33]=[CH:32][C:31]([C:34]2[N:35]=[C:12]([CH:10]3[CH2:9][N:8]([C:1]([O:3][C:4]([CH3:5])([CH3:6])[CH3:7])=[O:2])[CH2:11]3)[O:14][N:36]=2)=[CH:30][C:29]=1[NH:38][C:39]([C:41]1[N:45]2[CH:46]=[CH:47][CH:48]=[CH:49][C:44]2=[N:43][CH:42]=1)=[O:40]. Given the reactants [C:1]([N:8]1[CH2:11][CH:10]([C:12]([OH:14])=O)[CH2:9]1)([O:3][C:4]([CH3:7])([CH3:6])[CH3:5])=[O:2].C1N=CN(C(N2C=NC=C2)=O)C=1.[F:27][C:28]1[CH:33]=[CH:32][C:31]([C:34](=[N:36]O)[NH2:35])=[CH:30][C:29]=1[NH:38][C:39]([C:41]1[N:45]2[CH:46]=[CH:47][CH:48]=[CH:49][C:44]2=[N:43][CH:42]=1)=[O:40], predict the reaction product. (4) The product is: [Cl:23][C:15]1[CH:16]=[C:17]([Cl:22])[C:18]([O:20][CH3:21])=[CH:19][C:14]=1[NH:13][C:11]1[C:26]2[C:7](=[CH:6][C:5]([F:28])=[C:4]([O:3][CH2:1][CH3:2])[CH:27]=2)[N:8]=[CH:9][C:10]=1[C:24]#[N:25]. Given the reactants [CH2:1]([O:3][C:4]1[CH:27]=[CH:26][C:7]([NH:8][CH:9]=[C:10]([C:24]#[N:25])[C:11]([NH:13][C:14]2[CH:19]=[C:18]([O:20][CH3:21])[C:17]([Cl:22])=[CH:16][C:15]=2[Cl:23])=O)=[CH:6][C:5]=1[F:28])[CH3:2].P(Cl)(Cl)(Cl)=O, predict the reaction product. (5) Given the reactants B(O)(O)B(O)O.Br[C:8]1[CH:33]=[CH:32][C:11]2[N:12]=[C:13]([C:15]3[N:19]([CH2:20][O:21][CH2:22][CH2:23][Si:24]([CH3:27])([CH3:26])[CH3:25])[C:18]4[CH:28]=[CH:29][CH:30]=[CH:31][C:17]=4[N:16]=3)[O:14][C:10]=2[CH:9]=1.C(=O)([O-])[O-].[K+].[K+].Br[C:41]1[CH:42]=[C:43]([NH2:47])[CH:44]=[N:45][CH:46]=1, predict the reaction product. The product is: [CH3:26][Si:24]([CH3:27])([CH3:25])[CH2:23][CH2:22][O:21][CH2:20][N:19]1[C:18]2[CH:28]=[CH:29][CH:30]=[CH:31][C:17]=2[N:16]=[C:15]1[C:13]1[O:14][C:10]2[CH:9]=[C:8]([C:41]3[CH:42]=[C:43]([NH2:47])[CH:44]=[N:45][CH:46]=3)[CH:33]=[CH:32][C:11]=2[N:12]=1. (6) The product is: [C:21]([O:20][C:18](=[O:19])[CH:17]([C:15]#[N:16])[C:4]1[CH:9]=[CH:8][C:7]([N+:10]([O-:12])=[O:11])=[C:6]([F:13])[C:5]=1[CH3:14])([CH3:24])([CH3:23])[CH3:22]. Given the reactants [OH-].[Na+].F[C:4]1[CH:9]=[CH:8][C:7]([N+:10]([O-:12])=[O:11])=[C:6]([F:13])[C:5]=1[CH3:14].[C:15]([CH2:17][C:18]([O:20][C:21]([CH3:24])([CH3:23])[CH3:22])=[O:19])#[N:16], predict the reaction product.